This data is from Reaction yield outcomes from USPTO patents with 853,638 reactions. The task is: Predict the reaction yield, written as a fraction of the theoretical maximum amount of product (1.0 means a 100% yield; for example, 0.34 means a 34% yield). (1) The reactants are Cl[CH2:2][CH2:3][CH2:4][C:5]([N:7]1[CH2:12][CH2:11][N:10]([S:13]([CH3:16])(=[O:15])=[O:14])[CH2:9][CH2:8]1)=[O:6].[N-:17]=[N+:18]=[N-:19].[Na+]. The catalyst is CN(C=O)C.O. The product is [N:17]([CH2:2][CH2:3][CH2:4][C:5]([N:7]1[CH2:12][CH2:11][N:10]([S:13]([CH3:16])(=[O:15])=[O:14])[CH2:9][CH2:8]1)=[O:6])=[N+:18]=[N-:19]. The yield is 0.850. (2) The reactants are [NH2:1][C:2]1[CH:3]=[C:4]([OH:12])[C:5](=[CH:10][CH:11]=1)[C:6]([O:8][CH3:9])=[O:7].[F:13][C:14]([F:26])([F:25])[C:15]1[CH:20]=[CH:19][C:18]([S:21](Cl)(=[O:23])=[O:22])=[CH:17][CH:16]=1. No catalyst specified. The product is [OH:12][C:4]1[CH:3]=[C:2]([NH:1][S:21]([C:18]2[CH:17]=[CH:16][C:15]([C:14]([F:13])([F:25])[F:26])=[CH:20][CH:19]=2)(=[O:23])=[O:22])[CH:11]=[CH:10][C:5]=1[C:6]([O:8][CH3:9])=[O:7]. The yield is 0.650.